The task is: Regression. Given two drug SMILES strings and cell line genomic features, predict the synergy score measuring deviation from expected non-interaction effect.. This data is from NCI-60 drug combinations with 297,098 pairs across 59 cell lines. (1) Drug 1: CNC(=O)C1=NC=CC(=C1)OC2=CC=C(C=C2)NC(=O)NC3=CC(=C(C=C3)Cl)C(F)(F)F. Drug 2: CN(CCCl)CCCl.Cl. Cell line: UO-31. Synergy scores: CSS=17.9, Synergy_ZIP=-12.0, Synergy_Bliss=-14.9, Synergy_Loewe=-11.4, Synergy_HSA=-10.5. (2) Drug 1: CC1CCCC2(C(O2)CC(NC(=O)CC(C(C(=O)C(C1O)C)(C)C)O)C(=CC3=CSC(=N3)C)C)C. Drug 2: CC12CCC3C(C1CCC2OP(=O)(O)O)CCC4=C3C=CC(=C4)OC(=O)N(CCCl)CCCl.[Na+]. Cell line: SF-268. Synergy scores: CSS=36.5, Synergy_ZIP=-12.1, Synergy_Bliss=-15.5, Synergy_Loewe=-20.9, Synergy_HSA=-7.87. (3) Drug 1: C1C(C(OC1N2C=NC3=C(N=C(N=C32)Cl)N)CO)O. Drug 2: B(C(CC(C)C)NC(=O)C(CC1=CC=CC=C1)NC(=O)C2=NC=CN=C2)(O)O. Cell line: CCRF-CEM. Synergy scores: CSS=75.9, Synergy_ZIP=-4.89, Synergy_Bliss=-10.7, Synergy_Loewe=-12.5, Synergy_HSA=-9.74. (4) Drug 1: C(CCl)NC(=O)N(CCCl)N=O. Drug 2: CC12CCC3C(C1CCC2OP(=O)(O)O)CCC4=C3C=CC(=C4)OC(=O)N(CCCl)CCCl.[Na+]. Cell line: MDA-MB-435. Synergy scores: CSS=8.45, Synergy_ZIP=2.93, Synergy_Bliss=7.71, Synergy_Loewe=5.47, Synergy_HSA=2.16. (5) Drug 1: C1=NC(=NC(=O)N1C2C(C(C(O2)CO)O)O)N. Drug 2: CC1=C(C(=CC=C1)Cl)NC(=O)C2=CN=C(S2)NC3=CC(=NC(=N3)C)N4CCN(CC4)CCO. Cell line: HS 578T. Synergy scores: CSS=9.75, Synergy_ZIP=-1.49, Synergy_Bliss=0.962, Synergy_Loewe=-0.112, Synergy_HSA=0.946. (6) Drug 1: C1=CC(=CC=C1CCC2=CNC3=C2C(=O)NC(=N3)N)C(=O)NC(CCC(=O)O)C(=O)O. Drug 2: CC1CCC2CC(C(=CC=CC=CC(CC(C(=O)C(C(C(=CC(C(=O)CC(OC(=O)C3CCCCN3C(=O)C(=O)C1(O2)O)C(C)CC4CCC(C(C4)OC)OCCO)C)C)O)OC)C)C)C)OC. Cell line: T-47D. Synergy scores: CSS=15.3, Synergy_ZIP=-2.45, Synergy_Bliss=-0.501, Synergy_Loewe=-2.09, Synergy_HSA=1.62. (7) Drug 1: C1CC(C1)(C(=O)O)C(=O)O.[NH2-].[NH2-].[Pt+2]. Drug 2: C1=NC2=C(N=C(N=C2N1C3C(C(C(O3)CO)O)F)Cl)N. Cell line: HL-60(TB). Synergy scores: CSS=50.0, Synergy_ZIP=3.02, Synergy_Bliss=-0.226, Synergy_Loewe=-22.3, Synergy_HSA=-0.0866. (8) Drug 1: CCCCC(=O)OCC(=O)C1(CC(C2=C(C1)C(=C3C(=C2O)C(=O)C4=C(C3=O)C=CC=C4OC)O)OC5CC(C(C(O5)C)O)NC(=O)C(F)(F)F)O. Drug 2: CC=C1C(=O)NC(C(=O)OC2CC(=O)NC(C(=O)NC(CSSCCC=C2)C(=O)N1)C(C)C)C(C)C. Cell line: A549. Synergy scores: CSS=58.3, Synergy_ZIP=5.19, Synergy_Bliss=3.48, Synergy_Loewe=1.37, Synergy_HSA=4.59. (9) Synergy scores: CSS=19.4, Synergy_ZIP=-4.32, Synergy_Bliss=-0.118, Synergy_Loewe=0.787, Synergy_HSA=1.70. Drug 1: C1CCN(CC1)CCOC2=CC=C(C=C2)C(=O)C3=C(SC4=C3C=CC(=C4)O)C5=CC=C(C=C5)O. Drug 2: CCN(CC)CCCC(C)NC1=C2C=C(C=CC2=NC3=C1C=CC(=C3)Cl)OC. Cell line: SNB-75. (10) Drug 1: CC1C(C(CC(O1)OC2CC(OC(C2O)C)OC3=CC4=CC5=C(C(=O)C(C(C5)C(C(=O)C(C(C)O)O)OC)OC6CC(C(C(O6)C)O)OC7CC(C(C(O7)C)O)OC8CC(C(C(O8)C)O)(C)O)C(=C4C(=C3C)O)O)O)O. Cell line: NCI-H522. Drug 2: CC(C)CN1C=NC2=C1C3=CC=CC=C3N=C2N. Synergy scores: CSS=13.7, Synergy_ZIP=-2.43, Synergy_Bliss=-7.64, Synergy_Loewe=-10.4, Synergy_HSA=-6.99.